This data is from Reaction yield outcomes from USPTO patents with 853,638 reactions. The task is: Predict the reaction yield, written as a fraction of the theoretical maximum amount of product (1.0 means a 100% yield; for example, 0.34 means a 34% yield). (1) The reactants are [F:1][C:2]1[CH:3]=[C:4]2[C:8](=[CH:9][CH:10]=1)[NH:7][CH:6]=[C:5]2[CH:11]=[O:12].[H-].[Na+].[CH3:15]I. The catalyst is CN(C=O)C.Cl. The product is [F:1][C:2]1[CH:3]=[C:4]2[C:8](=[CH:9][CH:10]=1)[N:7]([CH3:15])[CH:6]=[C:5]2[CH:11]=[O:12]. The yield is 0.390. (2) The reactants are [Br:1][C:2]1[CH:12]=[CH:11][C:5]([CH:6]([OH:10])[C:7]([OH:9])=[O:8])=[CH:4][CH:3]=1.[C:13](OC(=O)C)(=[O:15])[CH3:14]. The catalyst is N1C=CC=CC=1. The product is [C:13]([O:10][CH:6]([C:5]1[CH:11]=[CH:12][C:2]([Br:1])=[CH:3][CH:4]=1)[C:7]([OH:9])=[O:8])(=[O:15])[CH3:14]. The yield is 0.750.